From a dataset of Full USPTO retrosynthesis dataset with 1.9M reactions from patents (1976-2016). Predict the reactants needed to synthesize the given product. (1) Given the product [Cl:1][C:2]1[N:3]=[CH:4][C:5]2[N:11]([CH3:24])[C:10](=[O:12])[C:9]([F:14])([F:13])[CH2:8][N:7]([CH:15]3[CH2:19][CH2:18][C@@H:17]([CH3:20])[CH2:16]3)[C:6]=2[N:21]=1, predict the reactants needed to synthesize it. The reactants are: [Cl:1][C:2]1[N:3]=[CH:4][C:5]2[NH:11][C:10](=[O:12])[C:9]([F:14])([F:13])[CH2:8][N:7]([CH:15]3[CH2:19][CH2:18][C@@H:17]([CH3:20])[CH2:16]3)[C:6]=2[N:21]=1.[H-].[Na+].[CH3:24]I.Cl. (2) Given the product [CH2:23]([O:22][C:20]([N:15]1[CH2:14][CH:13]2[CH:9]([CH2:10][C:11]3[CH:18]=[CH:17][S:16][C:12]=32)[CH2:8]1)=[O:21])[CH3:24], predict the reactants needed to synthesize it. The reactants are: C(N(CC)CC)C.[CH2:8]1[NH:15][CH2:14][CH:13]2[CH:9]1[CH2:10][C:11]1[CH:18]=[CH:17][S:16][C:12]=12.Cl[C:20]([O:22][CH2:23][CH3:24])=[O:21]. (3) Given the product [CH:1]1([CH2:7][CH2:8][CH2:9][C:11]#[CH:12])[CH2:6][CH2:5][CH2:4][CH2:3][CH2:2]1, predict the reactants needed to synthesize it. The reactants are: [CH:1]1([CH2:7][CH2:8][CH2:9]I)[CH2:6][CH2:5][CH2:4][CH2:3][CH2:2]1.[C-:11]#[C-:12].[Na+].[Na+]. (4) Given the product [F:13][C:14]1[CH:21]=[CH:20][CH:19]=[C:18]([F:22])[C:15]=1[CH2:16][C:2]1[CH:3]=[C:4]([CH:9]=[CH:10][N:11]=1)[C:5]([O:7][CH3:8])=[O:6], predict the reactants needed to synthesize it. The reactants are: Cl[C:2]1[CH:3]=[C:4]([CH:9]=[CH:10][N:11]=1)[C:5]([O:7][CH3:8])=[O:6].[Br-].[F:13][C:14]1[CH:21]=[CH:20][CH:19]=[C:18]([F:22])[C:15]=1[CH2:16][Zn+].Cl. (5) Given the product [CH3:21][C:22]1[S:23][C:24]([CH2:28][N:8]2[CH2:9][C:5]3[C:4]([NH:10][C:11]4[CH:12]=[N:13][C:14]5[C:19]([CH:20]=4)=[CH:18][CH:17]=[CH:16][CH:15]=5)=[N:3][CH:2]=[N:1][C:6]=3[CH2:7]2)=[C:25]([CH3:27])[N:26]=1, predict the reactants needed to synthesize it. The reactants are: [N:1]1[C:6]2[CH2:7][NH:8][CH2:9][C:5]=2[C:4]([NH:10][C:11]2[CH:12]=[N:13][C:14]3[C:19]([CH:20]=2)=[CH:18][CH:17]=[CH:16][CH:15]=3)=[N:3][CH:2]=1.[CH3:21][C:22]1[S:23][C:24]([CH:28]=O)=[C:25]([CH3:27])[N:26]=1.ClCCCl.CO.C(O[BH-](OC(=O)C)OC(=O)C)(=O)C.[Na+].C([O-])(O)=O.[Na+]. (6) Given the product [C:36]([CH2:35][CH2:34][N:29]1[CH2:30][CH2:31][CH:26]([N:25]([CH3:32])[C:23]([N:21]2[CH:22]=[C:18]([C:12]3[CH:13]=[CH:14][C:15]([O:16][CH3:17])=[C:10]([F:9])[CH:11]=3)[N:19]=[CH:20]2)=[O:24])[CH2:27][CH2:28]1)#[N:37], predict the reactants needed to synthesize it. The reactants are: C(N(CC)CC)C.Cl.[F:9][C:10]1[CH:11]=[C:12]([C:18]2[N:19]=[CH:20][N:21]([C:23]([N:25]([CH3:32])[CH:26]3[CH2:31][CH2:30][NH:29][CH2:28][CH2:27]3)=[O:24])[CH:22]=2)[CH:13]=[CH:14][C:15]=1[O:16][CH3:17].Cl[CH2:34][CH2:35][C:36]#[N:37].